Task: Predict the product of the given reaction.. Dataset: Forward reaction prediction with 1.9M reactions from USPTO patents (1976-2016) (1) Given the reactants [CH:1]1([N:6]2[CH2:16][C:15]([CH3:18])([CH3:17])[C:14](=[O:19])[N:13]([CH3:20])[C:12]3[C:7]2=[N:8][C:9]([NH:21][C:22]2[CH:30]=[CH:29][C:25]([C:26](O)=[O:27])=[CH:24][C:23]=2[Cl:31])=[N:10][CH:11]=3)[CH2:5][CH2:4][CH2:3][CH2:2]1.C[CH2:33][N:34]([CH:38]([CH3:40])[CH3:39])[CH:35]([CH3:37])[CH3:36].[CH3:41][N:42](C(ON1N=NC2C=CC=NC1=2)=[N+](C)C)C.F[P-](F)(F)(F)(F)F.[CH3:65]N(C=O)C, predict the reaction product. The product is: [Cl:31][C:23]1[CH:24]=[C:25]([CH:29]=[CH:30][C:22]=1[NH:21][C:9]1[N:10]=[CH:11][C:12]2[N:13]([CH3:20])[C:14](=[O:19])[C:15]3([CH2:17][CH2:18]3)[CH2:16][N:6]([CH:1]3[CH2:2][CH2:3][CH2:4][CH2:5]3)[C:7]=2[N:8]=1)[C:26]([NH:42][CH:41]1[CH2:37][C@H:35]2[N:34]([CH3:33])[C@H:38]([CH2:40][CH2:65][CH2:36]2)[CH2:39]1)=[O:27]. (2) Given the reactants C[C@H]1CCCN1CCCO[C:11]1[CH:23]=[C:22]2[C:14]([N:15]3[C:20](=[CH:21]2)[C:19](=[O:24])[NH:18][CH2:17][CH2:16]3)=[N:13][CH:12]=1.[CH3:25][C@@H:26]1[CH2:30][CH2:29][CH2:28][NH:27]1, predict the reaction product. The product is: [CH3:25][C@@H:26]1[CH2:30][CH2:29][CH2:28][N:27]1[CH2:21][CH2:20][CH2:19][O:24][N:18]1[CH2:17][CH2:16][N:15]2[C:20](=[CH:21][C:22]3[C:14]2=[N:13][CH:12]=[CH:11][CH:23]=3)[C:19]1=[O:24]. (3) Given the reactants [O:1]([C:8]1[CH:13]=[CH:12][C:11]([C@H:14]2[C:19]3=[N:20][S:21](=[O:25])(=[O:24])[CH2:22][CH2:23][N:18]3[CH2:17][CH2:16][NH:15]2)=[CH:10][CH:9]=1)[C:2]1[CH:7]=[CH:6][CH:5]=[CH:4][CH:3]=1.C(N(CC)CC)C.[C:33](Cl)(=[O:35])[CH3:34].O, predict the reaction product. The product is: [C:33]([N:15]1[CH2:16][CH2:17][N:18]2[C:19](=[N:20][S:21](=[O:25])(=[O:24])[CH2:22][CH2:23]2)[C@@H:14]1[C:11]1[CH:12]=[CH:13][C:8]([O:1][C:2]2[CH:3]=[CH:4][CH:5]=[CH:6][CH:7]=2)=[CH:9][CH:10]=1)(=[O:35])[CH3:34]. (4) Given the reactants [C:1]([O:4][CH2:5][C:6]1[CH:7]=[CH:8][C:9]2[O:14][C:13](=[O:15])[C:12]([C:16]([OH:18])=[O:17])=[CH:11][C:10]=2[CH:19]=1)(=[O:3])[CH3:2].[C:20]([C:22]1[CH:27]=[CH:26][CH:25]=[CH:24][C:23]=1O)#[N:21].N1C=CC=CC=1, predict the reaction product. The product is: [C:1]([O:4][CH2:5][C:6]1[CH:7]=[CH:8][C:9]2[O:14][C:13](=[O:15])[C:12]([C:16]([O:18][C:23]3[CH:24]=[CH:25][CH:26]=[CH:27][C:22]=3[C:20]#[N:21])=[O:17])=[CH:11][C:10]=2[CH:19]=1)(=[O:3])[CH3:2]. (5) Given the reactants [N+:1]([C:4]1[CH:12]=[CH:11][C:7]([C:8](Cl)=[O:9])=[CH:6][CH:5]=1)([O-:3])=[O:2].[CH:13]1([CH2:18][OH:19])[CH2:17][CH:16]=[CH:15][CH2:14]1.C(N(CC)CC)C.C(=O)(O)[O-].[Na+], predict the reaction product. The product is: [N+:1]([C:4]1[CH:12]=[CH:11][C:7]([C:8]([O:19][CH2:18][CH:13]2[CH2:17][CH:16]=[CH:15][CH2:14]2)=[O:9])=[CH:6][CH:5]=1)([O-:3])=[O:2]. (6) The product is: [CH2:11]([C:8]1[CH:9]=[CH:10][N:6]2[C:7]=1[C:2](=[O:1])[N:3]([C:28]1[CH:33]=[CH:32][CH:31]=[CH:30][CH:29]=1)[C:4]([C@@H:13]1[CH2:16][CH2:15][N:14]1[C:17]1[C:18]3[C:25]([C:26]#[N:27])=[CH:24][NH:23][C:19]=3[N:20]=[CH:21][N:22]=1)=[N:5]2)[CH3:12]. Given the reactants [O:1]=[C:2]1[C:7]2=[C:8]([CH:11]=[CH2:12])[CH:9]=[CH:10][N:6]2[N:5]=[C:4]([C@@H:13]2[CH2:16][CH2:15][N:14]2[C:17]2[C:18]3[C:25]([C:26]#[N:27])=[CH:24][NH:23][C:19]=3[N:20]=[CH:21][N:22]=2)[N:3]1[C:28]1[CH:33]=[CH:32][CH:31]=[CH:30][CH:29]=1, predict the reaction product.